Dataset: Peptide-MHC class II binding affinity with 134,281 pairs from IEDB. Task: Regression. Given a peptide amino acid sequence and an MHC pseudo amino acid sequence, predict their binding affinity value. This is MHC class II binding data. (1) The peptide sequence is AAVVRFQEAANKQKQ. The MHC is HLA-DQA10101-DQB10501 with pseudo-sequence HLA-DQA10101-DQB10501. The binding affinity (normalized) is 0.0189. (2) The peptide sequence is LQSLVSQYFQTVADY. The MHC is HLA-DPA10201-DPB10501 with pseudo-sequence HLA-DPA10201-DPB10501. The binding affinity (normalized) is 0.368. (3) The peptide sequence is AYESYKFIPALEAAV. The MHC is DRB1_0401 with pseudo-sequence QEFFIASGAAVDAIMEVHFDYYDLQKATYHVGFT. The binding affinity (normalized) is 0.901. (4) The peptide sequence is NVKCKTPTQLAETID. The MHC is DRB1_1501 with pseudo-sequence DRB1_1501. The binding affinity (normalized) is 0.120. (5) The peptide sequence is MNFDIPEEIKQLQQF. The MHC is DRB3_0101 with pseudo-sequence DRB3_0101. The binding affinity (normalized) is 0.0685. (6) The peptide sequence is LQFAKLTGFTLMGKG. The MHC is DRB1_0405 with pseudo-sequence DRB1_0405. The binding affinity (normalized) is 0.450. (7) The peptide sequence is ALSRVQSMFLGTGGS. The MHC is DRB1_0701 with pseudo-sequence DRB1_0701. The binding affinity (normalized) is 0.706. (8) The peptide sequence is GKIASCLNDNANGYF. The MHC is DRB1_0301 with pseudo-sequence DRB1_0301. The binding affinity (normalized) is 0.416.